This data is from NCI-60 drug combinations with 297,098 pairs across 59 cell lines. The task is: Regression. Given two drug SMILES strings and cell line genomic features, predict the synergy score measuring deviation from expected non-interaction effect. (1) Drug 1: C(=O)(N)NO. Drug 2: CC1C(C(CC(O1)OC2CC(CC3=C2C(=C4C(=C3O)C(=O)C5=CC=CC=C5C4=O)O)(C(=O)C)O)N)O. Cell line: IGROV1. Synergy scores: CSS=45.5, Synergy_ZIP=-2.21, Synergy_Bliss=-2.54, Synergy_Loewe=-67.9, Synergy_HSA=-1.95. (2) Cell line: SNB-75. Drug 1: C1CC(=O)NC(=O)C1N2CC3=C(C2=O)C=CC=C3N. Drug 2: C1=NC2=C(N1)C(=S)N=C(N2)N. Synergy scores: CSS=27.9, Synergy_ZIP=-7.23, Synergy_Bliss=0.244, Synergy_Loewe=-12.8, Synergy_HSA=2.15.